Dataset: Reaction yield outcomes from USPTO patents with 853,638 reactions. Task: Predict the reaction yield, written as a fraction of the theoretical maximum amount of product (1.0 means a 100% yield; for example, 0.34 means a 34% yield). The yield is 0.750. The product is [NH2:20][C:23]1[C:32]2[CH:31]=[N:30][C:29]([S:33][CH3:34])=[N:28][C:27]=2[N:26]([CH:35]2[CH2:39][CH2:38][CH2:37][CH2:36]2)[C:25](=[O:40])[CH:24]=1. The catalyst is C1COCC1. The reactants are C1(P(C2C=CC=CC=2)C2C=CC=CC=2)C=CC=CC=1.[N:20]([C:23]1[C:32]2[CH:31]=[N:30][C:29]([S:33][CH3:34])=[N:28][C:27]=2[N:26]([CH:35]2[CH2:39][CH2:38][CH2:37][CH2:36]2)[C:25](=[O:40])[CH:24]=1)=[N+]=[N-].Cl.C([O-])(O)=O.[Na+].